Dataset: Experimentally validated miRNA-target interactions with 360,000+ pairs, plus equal number of negative samples. Task: Binary Classification. Given a miRNA mature sequence and a target amino acid sequence, predict their likelihood of interaction. (1) The protein sequence of the target gene is MTSLPCPLPGRDASKAVFPDLAPVPSVAAAYPLGLSPTTAASPNLSYSRPYGHLLSYPYTEPANPGDSYLSCQQPAALSQPLCGPAEHPQELEADSEKPRLSPEPSERRPQAPAKKLRKPRTIYSSLQLQHLNQRFQHTQYLALPERAQLAAQLGLTQTQVKIWFQNKRSKYKKLLKQNSGGQEGDFPGRTFSVSPCSPPLPSLWDLPKAGTLPTSGYGNSFGAWYQHHSSDVLASPQMM. The miRNA is mmu-miR-327 with sequence ACUUGAGGGGCAUGAGGAU. Result: 0 (no interaction). (2) The protein sequence of the target gene is MADQLTEEQIAEFKEAFSLFDKDGDGSITTQELGTVMRSLGQNPTEAELQGMVNEIDKDGNGTVDFPEFLTMMSRKMKDTDSEEEIREAFRVFDKDGNGFVSAAELRHVMTKLGEKLSDEEVDEMIQAADTDGDGQVNYEEFVHMLVSK. Result: 0 (no interaction). The miRNA is mmu-miR-376b-3p with sequence AUCAUAGAGGAACAUCCACUU. (3) The protein sequence of the target gene is MKKRRKVTSNLDEKIHLGYHKDSSEENAAVECGQVTYTQAPERPTPEAAQRCQELPPSPDQRKLLSSLQYNKNLLKYLNDDRQKQPSFCDLLIIVEGKEFSAHKVVVAVGSSYFHACLSKNPSTDVVTLDHVTHSVFQHLLEFLYTSEFFVYKYEIPLVLEAAKFLDIIDAVKLLNNENVAAFQAELTEKSSPEETLNELTGRLSSSHQCKFCSRHFCYKKSLENHLAKTHRSLLLGKKHGLKMLERSFSTRRSKRNRKCPVKFEDTSDDEQESGDGSDNLHQESSEKERSDRNDSEDPG.... The miRNA is mmu-miR-883a-3p with sequence UAACUGCAACAGCUCUCAGUAU. Result: 1 (interaction). (4) The miRNA is mmu-miR-155-5p with sequence UUAAUGCUAAUUGUGAUAGGGGU. The protein sequence of the target gene is MMFSGFNADYEASSSRCSSASPAGDSLSYYHSPADSFSSMGSPVNTQDFCADLSVSSANFIPTVTAISTSPDLQWLVQPTLVSSVAPSQTRAPHPYGLPTQSAGAYARAGMVKTVSGGRAQSIGRRGKVEQLSPEEEEKRRIRRERNKMAAAKCRNRRRELTDTLQAETDQLEDEKSALQTEIANLLKEKEKLEFILAAHRPACKIPDDLGFPEEMSVASLDLTGGLPEASTPESEEAFTLPLLNDPEPKPSLEPVKSISNVELKAEPFDDFLFPASSRPSGSETSRSVPDVDLSGSFYA.... Result: 1 (interaction).